This data is from Catalyst prediction with 721,799 reactions and 888 catalyst types from USPTO. The task is: Predict which catalyst facilitates the given reaction. Reactant: [O:1]=[CH:2][C@H:3]([C@H:5]([C@@H:7]([C@@H:9]([CH2:11][OH:12])[OH:10])[OH:8])[OH:6])[OH:4].[Si]([O:30][CH2:31][C@@H:32]([OH:58])[C@@H:33]([OH:57])[C@H:34]([OH:56])[C@@H:35]([OH:55])[C:36]([Si](C(C)(C)C)(C1C=CC=CC=1)C1C=CC=CC=1)=[O:37])(C(C)(C)C)(C1C=CC=CC=1)C1C=CC=CC=1.C(N(C(C)C)P(=O)(OCC1C=CC=CC=1)OCC1C=CC=CC=1)(C)C.N1C=NN=N1.ClC1C=CC=C(C(OO)=O)C=1. Product: [O:1]=[CH:2][C@@H:3]([C@H:5]([C@@H:7]([C@@H:9]([CH2:11][OH:12])[OH:10])[OH:8])[OH:6])[OH:4].[O:30]=[CH:31][C@H:32]([C@H:33]([C@@H:34]([C@@H:35]([CH2:36][OH:37])[OH:55])[OH:56])[OH:57])[OH:58]. The catalyst class is: 23.